Task: Predict which catalyst facilitates the given reaction.. Dataset: Catalyst prediction with 721,799 reactions and 888 catalyst types from USPTO Reactant: [F:1][C:2]1[CH:3]=[CH:4][C:5]([O:10][CH3:11])=[C:6]([CH:9]=1)[CH:7]=[O:8].[C:12]1([C:18]#[C:19][Mg]Br)[CH:17]=[CH:16][CH:15]=[CH:14][CH:13]=1. Product: [F:1][C:2]1[CH:3]=[CH:4][C:5]([O:10][CH3:11])=[C:6]([CH:7]([OH:8])[C:19]#[C:18][C:12]2[CH:17]=[CH:16][CH:15]=[CH:14][CH:13]=2)[CH:9]=1. The catalyst class is: 1.